From a dataset of Forward reaction prediction with 1.9M reactions from USPTO patents (1976-2016). Predict the product of the given reaction. (1) Given the reactants [CH3:1][C:2]([O-])([CH3:4])[CH3:3].[K+].[CH3:7][C:8](O)([CH3:10])C.[F:12][C:13]1[CH:18]=[CH:17][C:16]([C:19]2[NH:23][N:22]=[C:21](N3CCN(C(OC(C)(C)C)=O)CC3)[C:20]=2[C:37]2[CH:42]=[CH:41][N:40]=[CH:39][CH:38]=2)=[CH:15][CH:14]=1.C(O[C:51]([NH:53]CC(C1CC(=O)N(O)C1=O)=O)=O)C1C=CC=CC=1.[OH2:65].NN.C1[CH2:72][O:71]CC1, predict the reaction product. The product is: [CH2:1]([O:65][C:72]([N:22]1[C:21]([CH2:51][NH2:53])=[C:20]([C:37]2[CH:38]=[CH:39][N:40]=[CH:41][CH:42]=2)[C:19]([C:16]2[CH:15]=[CH:14][C:13]([F:12])=[CH:18][CH:17]=2)=[N:23]1)=[O:71])[C:2]1[CH:4]=[CH:10][CH:8]=[CH:7][CH:3]=1. (2) Given the reactants Br[C:2]1[C:3]([F:19])=[CH:4][C:5]2[O:11][CH2:10][CH2:9][N:8]3[CH:12]=[C:13]([C:15]([NH2:17])=[O:16])[N:14]=[C:7]3[C:6]=2[CH:18]=1.[N:20]1[CH:25]=[CH:24][C:23]([C:26]([OH:30])([C:28]#[CH:29])[CH3:27])=[N:22][CH:21]=1, predict the reaction product. The product is: [F:19][C:3]1[C:2]([C:29]#[C:28][C:26]([OH:30])([C:23]2[CH:24]=[CH:25][N:20]=[CH:21][N:22]=2)[CH3:27])=[CH:18][C:6]2[C:7]3[N:8]([CH:12]=[C:13]([C:15]([NH2:17])=[O:16])[N:14]=3)[CH2:9][CH2:10][O:11][C:5]=2[CH:4]=1. (3) Given the reactants N1C=[CH:5][CH:4]=[C:3]([C:7]2[C:15]3[C:10](=[CH:11][C:12]([CH:16]=[O:17])=[CH:13][CH:14]=3)[NH:9][N:8]=2)[CH:2]=1.[N:18]1C=CC(B(O)O)=C[CH:19]=1, predict the reaction product. The product is: [N:18]1[CH:19]=[CH:2][C:3]([C:7]2[C:15]3[C:10](=[CH:11][C:12]([CH:16]=[O:17])=[CH:13][CH:14]=3)[NH:9][N:8]=2)=[CH:4][CH:5]=1. (4) Given the reactants [Br:1][C:2]1[CH:3]=[C:4]2[CH:10]=[N:9][NH:8][C:5]2=[N:6][CH:7]=1.[Cl:11]N1C(=O)CCC1=O, predict the reaction product. The product is: [Br:1][C:2]1[CH:3]=[C:4]2[C:10]([Cl:11])=[N:9][NH:8][C:5]2=[N:6][CH:7]=1.